From a dataset of Catalyst prediction with 721,799 reactions and 888 catalyst types from USPTO. Predict which catalyst facilitates the given reaction. (1) Reactant: C([O:4][C:5]1[C:10](=[O:11])[N:9]([CH:12]([CH3:14])[CH3:13])[C:8](=[O:15])[N:7]2[CH:16]([CH2:29][CH2:30][NH:31][CH3:32])[CH2:17][N:18]([CH2:21][C:22]3[CH:27]=[CH:26][C:25]([F:28])=[CH:24][CH:23]=3)[C:19](=[O:20])[C:6]=12)(=O)C.[CH3:33][S:34](Cl)(=[O:36])=[O:35].C(N(CC)CC)C. Product: [F:28][C:25]1[CH:26]=[CH:27][C:22]([CH2:21][N:18]2[CH2:17][CH:16]([CH2:29][CH2:30][N:31]([CH3:32])[S:34]([CH3:33])(=[O:36])=[O:35])[N:7]3[C:8](=[O:15])[N:9]([CH:12]([CH3:14])[CH3:13])[C:10](=[O:11])[C:5]([OH:4])=[C:6]3[C:19]2=[O:20])=[CH:23][CH:24]=1. The catalyst class is: 64. (2) Reactant: Br[C:2]1[C:7](=[O:8])[N:6]([CH3:9])[C:5]([Cl:10])=[C:4]([C:11]([O:13][CH3:14])=[O:12])[CH:3]=1.[CH3:15][Zn]C. Product: [Cl:10][C:5]1[N:6]([CH3:9])[C:7](=[O:8])[C:2]([CH3:15])=[CH:3][C:4]=1[C:11]([O:13][CH3:14])=[O:12]. The catalyst class is: 75. (3) Reactant: [F:1][C:2]1[CH:7]=[CH:6][CH:5]=[CH:4][C:3]=1[C@:8]12[CH2:15][O:14][CH2:13][C@H:12]1[CH2:11][O:10][NH:9]2. Product: [NH2:9][C@@:8]1([C:3]2[CH:4]=[CH:5][CH:6]=[CH:7][C:2]=2[F:1])[CH2:15][O:14][CH2:13][C@H:12]1[CH2:11][OH:10]. The catalyst class is: 183. (4) Product: [F:41][C:40]([F:43])([F:42])[S:37]([O:1][C:2]1[CH:9]=[C:8]([O:10][CH3:11])[C:7]([C:12]2[N:13]=[N:14][C:15]([N:18]([CH3:29])[CH:19]3[CH2:24][C:23]([CH3:25])([CH3:26])[NH:22][C:21]([CH3:28])([CH3:27])[CH2:20]3)=[CH:16][CH:17]=2)=[CH:6][C:3]=1[CH:4]=[O:5])(=[O:39])=[O:38]. The catalyst class is: 2. Reactant: [OH:1][C:2]1[CH:9]=[C:8]([O:10][CH3:11])[C:7]([C:12]2[N:13]=[N:14][C:15]([N:18]([CH3:29])[CH:19]3[CH2:24][C:23]([CH3:26])([CH3:25])[NH:22][C:21]([CH3:28])([CH3:27])[CH2:20]3)=[CH:16][CH:17]=2)=[CH:6][C:3]=1[CH:4]=[O:5].C1C=CC(N([S:37]([C:40]([F:43])([F:42])[F:41])(=[O:39])=[O:38])[S:37]([C:40]([F:43])([F:42])[F:41])(=[O:39])=[O:38])=CC=1. (5) Reactant: [Cl:1][C:2]1[CH:3]=[C:4]([C@@H:12]([CH2:26][CH:27]2[CH2:31][CH2:30][CH2:29][CH2:28]2)[C:13]([NH:15][C:16]2[CH:20]=[CH:19][N:18]([CH2:21][CH2:22][C:23](O)=[O:24])[N:17]=2)=[O:14])[CH:5]=[CH:6][C:7]=1[S:8]([CH3:11])(=[O:10])=[O:9].C(Cl)(=O)C(Cl)=O.N1C(C)=CC=CC=1C.[CH2:46]([NH2:53])[C:47]1[CH:52]=[CH:51][CH:50]=[CH:49][CH:48]=1. Product: [CH2:46]([NH:53][C:23]([CH2:22][CH2:21][N:18]1[CH:19]=[CH:20][C:16]([NH:15][C:13](=[O:14])[C@@H:12]([C:4]2[CH:5]=[CH:6][C:7]([S:8]([CH3:11])(=[O:9])=[O:10])=[C:2]([Cl:1])[CH:3]=2)[CH2:26][CH:27]2[CH2:31][CH2:30][CH2:29][CH2:28]2)=[N:17]1)=[O:24])[C:47]1[CH:52]=[CH:51][CH:50]=[CH:49][CH:48]=1. The catalyst class is: 2. (6) Reactant: [CH3:1][C:2]1[O:6][N:5]=[C:4]([C:7]2[CH:12]=[CH:11][CH:10]=[CH:9][CH:8]=2)[C:3]=1[CH2:13][O:14][C:15]1[N:20]=[N:19][C:18]([NH2:21])=[CH:17][CH:16]=1.C(N(CC)CC)C.[Cl:29][CH2:30][CH2:31][CH2:32][C:33](Cl)=[O:34]. Product: [Cl:29][CH2:30][CH2:31][CH2:32][C:33]([NH:21][C:18]1[N:19]=[N:20][C:15]([O:14][CH2:13][C:3]2[C:4]([C:7]3[CH:8]=[CH:9][CH:10]=[CH:11][CH:12]=3)=[N:5][O:6][C:2]=2[CH3:1])=[CH:16][CH:17]=1)=[O:34]. The catalyst class is: 1. (7) Reactant: C([O:8][C:9](=[O:45])[CH2:10][CH2:11][CH:12]1[CH:17]([C:18](=[O:30])[NH:19][S:20]([CH2:23][C:24]2[CH:29]=[CH:28][CH:27]=[CH:26][CH:25]=2)(=[O:22])=[O:21])[CH2:16][CH2:15][N:14]([C:31]2[C:41]([C:42]#[N:43])=[CH:40][C:34]([C:35]([O:37][CH2:38][CH3:39])=[O:36])=[C:33]([CH3:44])[N:32]=2)[CH2:13]1)C1C=CC=CC=1. Product: [CH2:23]([S:20]([NH:19][C:18]([CH:17]1[CH2:16][CH2:15][N:14]([C:31]2[C:41]([C:42]#[N:43])=[CH:40][C:34]([C:35]([O:37][CH2:38][CH3:39])=[O:36])=[C:33]([CH3:44])[N:32]=2)[CH2:13][CH:12]1[CH2:11][CH2:10][C:9]([OH:45])=[O:8])=[O:30])(=[O:21])=[O:22])[C:24]1[CH:25]=[CH:26][CH:27]=[CH:28][CH:29]=1. The catalyst class is: 105. (8) Reactant: [Cl:1][C:2]1[CH:3]=[C:4]([CH:8]=[CH:9][C:10]=1[CH2:11][NH:12][C:13]([NH:15][CH:16]1[C:22]2[CH:23]=[CH:24][CH:25]=[CH:26][C:21]=2[CH2:20][CH2:19][C:18]2[CH:27]=[CH:28][CH:29]=[CH:30][C:17]1=2)=[O:14])[C:5](O)=[O:6].CN(C(ON1N=NC2C=CC=NC1=2)=[N+](C)C)C.F[P-](F)(F)(F)(F)F.CCN(C(C)C)C(C)C.Cl.[CH2:65]([O:67][C:68](=[O:72])[CH2:69][NH:70][CH3:71])[CH3:66]. Product: [CH2:65]([O:67][C:68](=[O:72])[CH2:69][N:70]([C:5](=[O:6])[C:4]1[CH:8]=[CH:9][C:10]([CH2:11][NH:12][C:13]([NH:15][CH:16]2[C:17]3[CH:30]=[CH:29][CH:28]=[CH:27][C:18]=3[CH2:19][CH2:20][C:21]3[CH:26]=[CH:25][CH:24]=[CH:23][C:22]2=3)=[O:14])=[C:2]([Cl:1])[CH:3]=1)[CH3:71])[CH3:66]. The catalyst class is: 44. (9) Reactant: [CH3:1][C:2]1[S:6][C:5]([C:7]2[S:8][C:9]([C:12]([O:14]C)=[O:13])=[CH:10][CH:11]=2)=[CH:4][CH:3]=1.[Li+].[OH-].Cl. Product: [CH3:1][C:2]1[S:6][C:5]([C:7]2[S:8][C:9]([C:12]([OH:14])=[O:13])=[CH:10][CH:11]=2)=[CH:4][CH:3]=1. The catalyst class is: 12.